Dataset: NCI-60 drug combinations with 297,098 pairs across 59 cell lines. Task: Regression. Given two drug SMILES strings and cell line genomic features, predict the synergy score measuring deviation from expected non-interaction effect. (1) Drug 1: C1CCC(CC1)NC(=O)N(CCCl)N=O. Drug 2: C1=CC=C(C(=C1)C(C2=CC=C(C=C2)Cl)C(Cl)Cl)Cl. Cell line: SNB-19. Synergy scores: CSS=21.9, Synergy_ZIP=-1.10, Synergy_Bliss=1.97, Synergy_Loewe=2.06, Synergy_HSA=2.41. (2) Drug 1: CC1C(C(CC(O1)OC2CC(CC3=C2C(=C4C(=C3O)C(=O)C5=C(C4=O)C(=CC=C5)OC)O)(C(=O)CO)O)N)O.Cl. Cell line: OVCAR3. Synergy scores: CSS=22.5, Synergy_ZIP=-1.65, Synergy_Bliss=0.149, Synergy_Loewe=-3.32, Synergy_HSA=-3.91. Drug 2: CC(C)(C#N)C1=CC(=CC(=C1)CN2C=NC=N2)C(C)(C)C#N. (3) Drug 1: CC1C(C(=O)NC(C(=O)N2CCCC2C(=O)N(CC(=O)N(C(C(=O)O1)C(C)C)C)C)C(C)C)NC(=O)C3=C4C(=C(C=C3)C)OC5=C(C(=O)C(=C(C5=N4)C(=O)NC6C(OC(=O)C(N(C(=O)CN(C(=O)C7CCCN7C(=O)C(NC6=O)C(C)C)C)C)C(C)C)C)N)C. Drug 2: C1C(C(OC1N2C=NC(=NC2=O)N)CO)O. Cell line: SW-620. Synergy scores: CSS=18.5, Synergy_ZIP=-10.3, Synergy_Bliss=-6.01, Synergy_Loewe=-5.25, Synergy_HSA=-4.91. (4) Drug 1: C1=NNC2=C1C(=O)NC=N2. Drug 2: CC(C)NC(=O)C1=CC=C(C=C1)CNNC.Cl. Cell line: RPMI-8226. Synergy scores: CSS=-3.56, Synergy_ZIP=1.80, Synergy_Bliss=0.910, Synergy_Loewe=-2.48, Synergy_HSA=-3.10. (5) Drug 1: CN1CCC(CC1)COC2=C(C=C3C(=C2)N=CN=C3NC4=C(C=C(C=C4)Br)F)OC. Drug 2: CC1=CC2C(CCC3(C2CCC3(C(=O)C)OC(=O)C)C)C4(C1=CC(=O)CC4)C. Cell line: HCT-15. Synergy scores: CSS=15.7, Synergy_ZIP=-1.63, Synergy_Bliss=6.76, Synergy_Loewe=-5.24, Synergy_HSA=5.35. (6) Drug 1: C1=CC=C(C=C1)NC(=O)CCCCCCC(=O)NO. Drug 2: CN1C2=C(C=C(C=C2)N(CCCl)CCCl)N=C1CCCC(=O)O.Cl. Cell line: NCI-H226. Synergy scores: CSS=4.42, Synergy_ZIP=-1.92, Synergy_Bliss=-0.718, Synergy_Loewe=-4.83, Synergy_HSA=-1.42.